This data is from Catalyst prediction with 721,799 reactions and 888 catalyst types from USPTO. The task is: Predict which catalyst facilitates the given reaction. Reactant: C(OC(=O)[C:5]([CH2:24][CH2:25][CH2:26][CH3:27])([C:11]1[C:20]2[C:15](=[CH:16][CH:17]=[C:18]([I:21])[CH:19]=2)[N:14]=[CH:13][C:12]=1[C:22]#[N:23])C(OCC)=O)C.[Cl-].[Li+].O. Product: [I:21][C:18]1[CH:19]=[C:20]2[C:15](=[CH:16][CH:17]=1)[N:14]=[CH:13][C:12]([C:22]#[N:23])=[C:11]2[CH2:5][CH2:24][CH2:25][CH2:26][CH3:27]. The catalyst class is: 16.